From a dataset of Rat liver microsome stability data. Regression/Classification. Given a drug SMILES string, predict its absorption, distribution, metabolism, or excretion properties. Task type varies by dataset: regression for continuous measurements (e.g., permeability, clearance, half-life) or binary classification for categorical outcomes (e.g., BBB penetration, CYP inhibition). Dataset: rlm. (1) The molecule is COc1ccc(CCN2C(=O)N(c3ccc(F)cc3)C(=O)C2CC(=O)Nc2ccc(F)c(F)c2)cc1. The result is 1 (stable in rat liver microsomes). (2) The compound is O=C(NCC1CCN(Cc2cccc(Cl)c2)CC1)Nc1ccc(F)c(Cl)c1. The result is 1 (stable in rat liver microsomes). (3) The molecule is CC(=O)N1CCC(NC(=O)c2nc(-c3ccccc3)cc3[nH]ccc23)CC1. The result is 0 (unstable in rat liver microsomes). (4) The molecule is O=C(CCCc1ccc2cccnc2n1)NCc1cc(-c2ccc(F)c(C(F)(F)F)c2)no1. The result is 1 (stable in rat liver microsomes). (5) The result is 1 (stable in rat liver microsomes). The compound is CC1=C(C(=O)NC2CCCCC2)C(c2ccccc2Br)NC(Nc2nc3ccccc3o2)=N1. (6) The compound is CCC(=O)NC(c1ccco1)c1cc(Cl)c2cccnc2c1O. The result is 1 (stable in rat liver microsomes). (7) The result is 1 (stable in rat liver microsomes). The drug is CCc1cccc(NC(=O)c2c(C)oc3nc(C)nc(N4CCCC4)c23)c1.